This data is from Forward reaction prediction with 1.9M reactions from USPTO patents (1976-2016). The task is: Predict the product of the given reaction. (1) Given the reactants [CH2:1]([O:8][N:9]1[C:15](=[O:16])[N:14]2[CH2:17][C@H:10]1[CH2:11][CH2:12][C@H:13]2[C:18]([OH:20])=O)[C:2]1[CH:7]=[CH:6][CH:5]=[CH:4][CH:3]=1.ClC(OCC(C)C)=O.C(N(CC)CC)C.[C:36]([O:40][C:41](=[O:50])[N:42]([CH2:46][CH2:47][O:48][NH2:49])[CH:43]([CH3:45])[CH3:44])([CH3:39])([CH3:38])[CH3:37], predict the reaction product. The product is: [C:36]([O:40][C:41](=[O:50])[N:42]([CH2:46][CH2:47][O:48][NH:49][C:18]([C@@H:13]1[CH2:12][CH2:11][C@@H:10]2[CH2:17][N:14]1[C:15](=[O:16])[N:9]2[O:8][CH2:1][C:2]1[CH:3]=[CH:4][CH:5]=[CH:6][CH:7]=1)=[O:20])[CH:43]([CH3:45])[CH3:44])([CH3:37])([CH3:39])[CH3:38]. (2) Given the reactants C(OC(=O)[NH:7][C:8]1[CH:13]=[CH:12][C:11]([N:14]2[CH2:19][CH2:18][N:17]([CH2:20][C:21]3[CH:26]=[CH:25][CH:24]=[C:23]([C:27]4[O:31][N:30]=[C:29]([CH3:32])[N:28]=4)[CH:22]=3)[CH2:16][CH2:15]2)=[CH:10][CH:9]=1)(C)(C)C.FC(F)(F)C(O)=O, predict the reaction product. The product is: [CH3:32][C:29]1[N:28]=[C:27]([C:23]2[CH:22]=[C:21]([CH:26]=[CH:25][CH:24]=2)[CH2:20][N:17]2[CH2:16][CH2:15][N:14]([C:11]3[CH:12]=[CH:13][C:8]([NH2:7])=[CH:9][CH:10]=3)[CH2:19][CH2:18]2)[O:31][N:30]=1. (3) The product is: [CH2:22]([O:20][C:19]([C:16]1[CH:15]=[N:14][N:13]([C:10]2[CH:9]=[CH:8][C:7]([O:6][CH3:5])=[CH:12][CH:11]=2)[C:17]=1[CH3:18])=[O:21])[CH3:23]. Given the reactants S(Cl)(Cl)=O.[CH3:5][O:6][C:7]1[CH:12]=[CH:11][C:10]([N:13]2[C:17]([CH3:18])=[C:16]([C:19]([OH:21])=[O:20])[CH:15]=[N:14]2)=[CH:9][CH:8]=1.[C:22]1(C)C=CC=C[CH:23]=1, predict the reaction product.